Task: Predict the product of the given reaction.. Dataset: Forward reaction prediction with 1.9M reactions from USPTO patents (1976-2016) The product is: [CH3:30][C:29]1[CH:31]=[CH:32][C:26]([S:23]([O:15][CH2:14][CH:10]2[CH2:11][CH:12]([CH3:13])[N:8]([CH2:1][C:2]3[CH:7]=[CH:6][CH:5]=[CH:4][CH:3]=3)[CH2:9]2)(=[O:25])=[O:24])=[CH:27][CH:28]=1. Given the reactants [CH2:1]([N:8]1[CH:12]([CH3:13])[CH2:11][CH:10]([CH2:14][OH:15])[CH2:9]1)[C:2]1[CH:7]=[CH:6][CH:5]=[CH:4][CH:3]=1.C(N(CC)CC)C.[S:23](Cl)([C:26]1[CH:32]=[CH:31][C:29]([CH3:30])=[CH:28][CH:27]=1)(=[O:25])=[O:24].C([O-])(O)=O.[Na+], predict the reaction product.